This data is from Reaction yield outcomes from USPTO patents with 853,638 reactions. The task is: Predict the reaction yield, written as a fraction of the theoretical maximum amount of product (1.0 means a 100% yield; for example, 0.34 means a 34% yield). The reactants are [C:1]([O:10][CH2:11][CH3:12])(=[O:9])[C:2]1[C:3](=[CH:5][CH:6]=[CH:7][CH:8]=1)[OH:4].CC(C)([O-])C.[K+].I[C:20]1[CH:21]=[CH:22][C:23]2[N:24]([CH:26]=[C:27]([NH:29][C:30]([CH:32]3[CH2:34][CH2:33]3)=[O:31])[N:28]=2)[N:25]=1.C(=O)([O-])[O-].[K+].[K+]. The catalyst is CN(C)C=O. The product is [CH:32]1([C:30]([NH:29][C:27]2[N:28]=[C:23]3[CH:22]=[CH:21][C:20]([O:4][C:3]4[CH:5]=[CH:6][CH:7]=[CH:8][C:2]=4[C:1]([O:10][CH2:11][CH3:12])=[O:9])=[N:25][N:24]3[CH:26]=2)=[O:31])[CH2:33][CH2:34]1. The yield is 0.180.